Task: Predict the reaction yield, written as a fraction of the theoretical maximum amount of product (1.0 means a 100% yield; for example, 0.34 means a 34% yield).. Dataset: Reaction yield outcomes from USPTO patents with 853,638 reactions The reactants are [OH:1][C:2]1[CH:7]=[C:6]([CH3:8])[CH:5]=[CH:4][N:3]=1.[CH3:9][O:10][C:11](=[O:22])[C:12]1[CH:17]=[C:16]([N+:18]([O-:20])=[O:19])[CH:15]=[C:14](I)[CH:13]=1.N1C2C(=CC=C3C=2N=CC=C3)C=CC=1.[O-]P([O-])([O-])=O.[K+].[K+].[K+]. The catalyst is [Cu]I.O1CCOCC1. The product is [CH3:9][O:10][C:11](=[O:22])[C:12]1[CH:17]=[C:16]([N+:18]([O-:20])=[O:19])[CH:15]=[C:14]([N:3]2[CH:4]=[CH:5][C:6]([CH3:8])=[CH:7][C:2]2=[O:1])[CH:13]=1. The yield is 0.610.